This data is from NCI-60 drug combinations with 297,098 pairs across 59 cell lines. The task is: Regression. Given two drug SMILES strings and cell line genomic features, predict the synergy score measuring deviation from expected non-interaction effect. (1) Drug 1: CC(CN1CC(=O)NC(=O)C1)N2CC(=O)NC(=O)C2. Drug 2: CS(=O)(=O)OCCCCOS(=O)(=O)C. Cell line: TK-10. Synergy scores: CSS=20.1, Synergy_ZIP=-0.315, Synergy_Bliss=4.07, Synergy_Loewe=-1.65, Synergy_HSA=2.41. (2) Drug 1: C1=NC2=C(N=C(N=C2N1C3C(C(C(O3)CO)O)F)Cl)N. Drug 2: C1=CN(C=N1)CC(O)(P(=O)(O)O)P(=O)(O)O. Cell line: MCF7. Synergy scores: CSS=-4.92, Synergy_ZIP=3.26, Synergy_Bliss=1.13, Synergy_Loewe=-6.86, Synergy_HSA=-6.52. (3) Drug 1: CC1=C(C=C(C=C1)NC(=O)C2=CC=C(C=C2)CN3CCN(CC3)C)NC4=NC=CC(=N4)C5=CN=CC=C5. Drug 2: CCCCC(=O)OCC(=O)C1(CC(C2=C(C1)C(=C3C(=C2O)C(=O)C4=C(C3=O)C=CC=C4OC)O)OC5CC(C(C(O5)C)O)NC(=O)C(F)(F)F)O. Cell line: HOP-92. Synergy scores: CSS=51.2, Synergy_ZIP=-1.69, Synergy_Bliss=-1.61, Synergy_Loewe=-11.9, Synergy_HSA=-3.07.